Dataset: Catalyst prediction with 721,799 reactions and 888 catalyst types from USPTO. Task: Predict which catalyst facilitates the given reaction. (1) Reactant: C1(P(=O)(C2C=CC=CC=2)C2C=CC=CC=2)C=CC=CC=1.FC(F)(F)S(OS(C(F)(F)F)(=O)=O)(=O)=O.C([S:43][C:44]([CH3:75])([CH2:68][N:69]1[CH2:74][CH2:73][O:72][CH2:71][CH2:70]1)[CH2:45][NH:46][C:47]([C:49]1[NH:50][C:51]2[C:56]([CH:57]=1)=[CH:55][CH:54]=[CH:53][C:52]=2[N:58]([CH3:67])[S:59]([C:62]1[S:63][CH:64]=[CH:65][CH:66]=1)(=[O:61])=[O:60])=O)C1C=CC=CC=1.C(=O)([O-])O.[Na+]. Product: [CH3:67][N:58]([C:52]1[CH:53]=[CH:54][CH:55]=[C:56]2[C:51]=1[NH:50][C:49]([C:47]1[S:43][C:44]([CH3:75])([CH2:68][N:69]3[CH2:74][CH2:73][O:72][CH2:71][CH2:70]3)[CH2:45][N:46]=1)=[CH:57]2)[S:59]([C:62]1[S:63][CH:64]=[CH:65][CH:66]=1)(=[O:61])=[O:60]. The catalyst class is: 10. (2) Reactant: F[C:2]1[CH:3]=[C:4]2[C:8](=[CH:9][C:10]=1[F:11])[N:7]([S:12]([C:15]1[CH:20]=[CH:19][CH:18]=[CH:17][CH:16]=1)(=[O:14])=[O:13])[CH:6]=[C:5]2[C:21]1[CH:22]=[N:23][N:24]([CH2:26]C2CCNCC2)[CH:25]=1.[C:33]([O:37][C:38]([CH3:41])([CH3:40])[CH3:39])(=[O:36])[CH:34]=C.C([O-])([O-])=O.[Cs+].[Cs+]. Product: [F:11][C:10]1[CH:9]=[C:8]2[C:4]([C:5]([C:21]3[CH:22]=[N:23][N:24]([CH2:26][CH2:34][C:33]([O:37][C:38]([CH3:41])([CH3:40])[CH3:39])=[O:36])[CH:25]=3)=[CH:6][N:7]2[S:12]([C:15]2[CH:20]=[CH:19][CH:18]=[CH:17][CH:16]=2)(=[O:13])=[O:14])=[CH:3][CH:2]=1. The catalyst class is: 23. (3) Reactant: [CH2:1]([CH:8]1[CH2:13][CH2:12][N:11]([C:14]2[CH:19]=[C:18](Cl)[N:17]=[CH:16][N:15]=2)[CH2:10][CH2:9]1)[C:2]1[CH:7]=[CH:6][CH:5]=[CH:4][CH:3]=1.[NH2:21][NH2:22]. Product: [CH2:1]([CH:8]1[CH2:13][CH2:12][N:11]([C:14]2[CH:19]=[C:18]([NH:21][NH2:22])[N:17]=[CH:16][N:15]=2)[CH2:10][CH2:9]1)[C:2]1[CH:7]=[CH:6][CH:5]=[CH:4][CH:3]=1. The catalyst class is: 12. (4) Reactant: [NH:1]1[CH2:6][CH2:5][CH2:4][CH:3]([CH2:7][OH:8])[CH2:2]1.C(=O)([O-])[O-].[K+].[K+].Br[CH2:16][CH2:17][CH2:18][C:19]#[N:20]. Product: [OH:8][CH2:7][CH:3]1[CH2:4][CH2:5][CH2:6][N:1]([CH2:16][CH2:17][CH2:18][C:19]#[N:20])[CH2:2]1. The catalyst class is: 10. (5) Reactant: Br[C:2]1[CH:7]=[CH:6][C:5]([C:8]2[NH:9][C:10]([C@@H:13]3[CH2:17][CH2:16][CH2:15][N:14]3[C:18]([O:20][C:21]([CH3:24])([CH3:23])[CH3:22])=[O:19])=[N:11][N:12]=2)=[CH:4][CH:3]=1.[CH3:25][C:26]1([CH3:42])[C:30]([CH3:32])([CH3:31])[O:29][B:28]([B:28]2[O:29][C:30]([CH3:32])([CH3:31])[C:26]([CH3:42])([CH3:25])[O:27]2)[O:27]1.C([O-])(=O)C.[K+]. Product: [CH3:25][C:26]1([CH3:42])[C:30]([CH3:32])([CH3:31])[O:29][B:28]([C:2]2[CH:7]=[CH:6][C:5]([C:8]3[NH:9][C:10]([C@@H:13]4[CH2:17][CH2:16][CH2:15][N:14]4[C:18]([O:20][C:21]([CH3:24])([CH3:23])[CH3:22])=[O:19])=[N:11][N:12]=3)=[CH:4][CH:3]=2)[O:27]1. The catalyst class is: 819. (6) Reactant: [Br:1][C:2]1[CH:25]=[N:24][C:5]2=[N:6][C:7]([N:11]3[CH2:16][CH2:15][N:14]([C:17]([O:19][C:20]([CH3:23])([CH3:22])[CH3:21])=[O:18])[CH2:13][CH2:12]3)=[C:8](Cl)[N:9]=[C:4]2[CH:3]=1.O.[NH2:27][NH2:28]. Product: [Br:1][C:2]1[CH:25]=[N:24][C:5]2=[N:6][C:7]([N:11]3[CH2:16][CH2:15][N:14]([C:17]([O:19][C:20]([CH3:23])([CH3:22])[CH3:21])=[O:18])[CH2:13][CH2:12]3)=[C:8]([NH:27][NH2:28])[N:9]=[C:4]2[CH:3]=1. The catalyst class is: 14. (7) Reactant: [N:1]1[CH:6]=[CH:5][CH:4]=[CH:3][C:2]=1[C:7]1[N:11]=[C:10]([C:12]2[CH:17]=[C:16](O)[CH:15]=[C:14]([C:19]#[N:20])[CH:13]=2)[O:9][N:8]=1.C(=O)([O-])[O-].[K+].[K+].[CH3:27][N:28]([CH3:32])[C:29](Cl)=[O:30]. Product: [N:1]1[CH:6]=[CH:5][CH:4]=[CH:3][C:2]=1[C:7]1[N:11]=[C:10]([C:12]2[CH:17]=[C:16]([C:29]([N:28]([CH3:32])[CH3:27])=[O:30])[CH:15]=[C:14]([C:19]#[N:20])[CH:13]=2)[O:9][N:8]=1. The catalyst class is: 204. (8) Reactant: C(N(CC)C(C)C)(C)C.[Br:10][C:11]1[CH:20]=[C:19]2[C:14]([NH:15][C@@H:16]([CH3:30])[CH2:17][N:18]2[C:21]2[O:22][C:23]3[CH:29]=[CH:28][CH:27]=[CH:26][C:24]=3[N:25]=2)=[CH:13][CH:12]=1.[CH:31]1([C:34](Cl)=[O:35])[CH2:33][CH2:32]1. Product: [O:22]1[C:23]2[CH:29]=[CH:28][CH:27]=[CH:26][C:24]=2[N:25]=[C:21]1[N:18]1[C:19]2[C:14](=[CH:13][CH:12]=[C:11]([Br:10])[CH:20]=2)[N:15]([C:34]([CH:31]2[CH2:33][CH2:32]2)=[O:35])[C@@H:16]([CH3:30])[CH2:17]1. The catalyst class is: 26.